This data is from Full USPTO retrosynthesis dataset with 1.9M reactions from patents (1976-2016). The task is: Predict the reactants needed to synthesize the given product. (1) Given the product [C:1]([O:5][C:6]([N:8]1[C@H:12]([C:13]([OH:27])=[O:14])[CH2:11][C@@H:10]([CH3:15])[C:9]1=[O:16])=[O:7])([CH3:4])([CH3:2])[CH3:3], predict the reactants needed to synthesize it. The reactants are: [C:1]([O:5][C:6]([N:8]1[C@H:12]([CH2:13][OH:14])[CH2:11][C@@H:10]([CH3:15])[C:9]1=[O:16])=[O:7])([CH3:4])([CH3:3])[CH3:2].C(#N)C.C(Cl)(Cl)(Cl)Cl.O.I([O-])(=O)(=O)=[O:27].[Na+].ClCCl. (2) Given the product [Cl:1][C:2]1[CH:10]=[CH:9][C:8]([Cl:11])=[CH:7][C:3]=1[C:4]([NH:23][C:14]1[CH:15]=[CH:16][C:17]2[S:21][C:20]([CH3:22])=[N:19][C:18]=2[C:13]=1[Cl:12])=[O:6], predict the reactants needed to synthesize it. The reactants are: [Cl:1][C:2]1[CH:10]=[CH:9][C:8]([Cl:11])=[CH:7][C:3]=1[C:4]([OH:6])=O.[Cl:12][C:13]1[C:18]2[N:19]=[C:20]([CH3:22])[S:21][C:17]=2[CH:16]=[CH:15][C:14]=1[NH2:23].C(N(CC)CC)C. (3) Given the product [CH3:24][N:22]1[CH:21]=[N:19][C:18]([C:16]2[CH:15]=[CH:14][CH:13]=[C:12]([C:10]3[CH:9]=[N:8][N:7]([C:3]4[CH:2]=[N:1][CH:6]=[CH:5][CH:4]=4)[CH:11]=3)[N:17]=2)=[N:23]1, predict the reactants needed to synthesize it. The reactants are: [N:1]1[CH:6]=[CH:5][CH:4]=[C:3]([N:7]2[CH:11]=[C:10]([C:12]3[N:17]=[C:16]([C:18](=S)[NH2:19])[CH:15]=[CH:14][CH:13]=3)[CH:9]=[N:8]2)[CH:2]=1.[CH3:21][N:22]([CH:24]=O)[NH2:23]. (4) Given the product [CH3:29][N:30]1[CH2:34][CH2:33][CH2:32][CH:31]1[CH2:35][CH2:36][O:37][C:6]([C:8]1[CH:9]=[C:10]([C:18]2[N:19]=[C:20]([C:23]3[CH:28]=[CH:27][N:26]=[CH:25][CH:24]=3)[S:21][CH:22]=2)[C:11](=[O:17])[NH:12][C:13]=1[CH:14]([CH3:16])[CH3:15])=[O:7], predict the reactants needed to synthesize it. The reactants are: N1([C:6]([C:8]2[CH:9]=[C:10]([C:18]3[N:19]=[C:20]([C:23]4[CH:28]=[CH:27][N:26]=[CH:25][CH:24]=4)[S:21][CH:22]=3)[C:11](=[O:17])[NH:12][C:13]=2[CH:14]([CH3:16])[CH3:15])=[O:7])C=CN=C1.[CH3:29][N:30]1[CH2:34][CH2:33][CH2:32][CH:31]1[CH2:35][CH2:36][OH:37].